From a dataset of Forward reaction prediction with 1.9M reactions from USPTO patents (1976-2016). Predict the product of the given reaction. (1) Given the reactants [Cl:1][C:2]1[CH:3]=[C:4]([N+:9]([O-:11])=[O:10])[C:5](N)=[N:6][CH:7]=1.N([O-])=O.[Na+].[OH-].[Na+].CCOC(C)=O.[ClH:24], predict the reaction product. The product is: [Cl:24][C:5]1[C:4]([N+:9]([O-:11])=[O:10])=[CH:3][C:2]([Cl:1])=[CH:7][N:6]=1. (2) Given the reactants [Cl:1][C:2]1[CH:3]=[C:4]2[C:9](=[CH:10][CH:11]=1)[N:8]=[CH:7][C:6]([CH3:12])=[CH:5]2.[N+:13]([O-])([O-:15])=[O:14].[K+].N, predict the reaction product. The product is: [Cl:1][C:2]1[C:3]([N+:13]([O-:15])=[O:14])=[C:4]2[C:9](=[CH:10][CH:11]=1)[N:8]=[CH:7][C:6]([CH3:12])=[CH:5]2. (3) Given the reactants C(O[C:6]([N:8]1[CH2:12][CH2:11][CH2:10][CH:9]1[C:13](=[O:31])[CH:14]([CH2:23][CH2:24][C:25]1[CH:30]=[CH:29][CH:28]=[CH:27][CH:26]=1)[CH2:15][CH2:16][C:17]1[CH:22]=[CH:21][CH:20]=[CH:19][CH:18]=1)=[O:7])(C)(C)C.FC(F)(F)[C:34]([OH:36])=[O:35].[CH2:39](N(CC)CC)C.ClC(=O)C([O-])=O, predict the reaction product. The product is: [CH3:39][O:36][C:34](=[O:35])[C:6](=[O:7])[N:8]1[CH2:12][CH2:11][CH2:10][CH:9]1[C:13](=[O:31])[CH:14]([CH2:23][CH2:24][C:25]1[CH:30]=[CH:29][CH:28]=[CH:27][CH:26]=1)[CH2:15][CH2:16][C:17]1[CH:18]=[CH:19][CH:20]=[CH:21][CH:22]=1. (4) Given the reactants [F:1][C:2]1[C:7]([N:8]2[C:12](OS(C(F)(F)F)(=O)=O)=[CH:11][C:10]([C:21]([O:23][CH2:24][CH3:25])=[O:22])=[N:9]2)=[CH:6][CH:5]=[CH:4][N:3]=1.[CH3:26][C:27]1[CH:28]=[C:29]([SH:33])[CH:30]=[CH:31][CH:32]=1.C(=O)([O-])[O-].[Na+].[Na+].C1(P(C2C=CC=CC=2)C2C3OC4C(=CC=CC=4P(C4C=CC=CC=4)C4C=CC=CC=4)C(C)(C)C=3C=CC=2)C=CC=CC=1, predict the reaction product. The product is: [F:1][C:2]1[C:7]([N:8]2[C:12]([S:33][C:29]3[CH:30]=[CH:31][CH:32]=[C:27]([CH3:26])[CH:28]=3)=[CH:11][C:10]([C:21]([O:23][CH2:24][CH3:25])=[O:22])=[N:9]2)=[CH:6][CH:5]=[CH:4][N:3]=1. (5) Given the reactants O=[C:2]1[CH2:6][CH2:5][N:4]([C:7]([O:9][C:10]([CH3:13])([CH3:12])[CH3:11])=[O:8])[CH2:3]1.[C:14]1([CH:20]2[CH2:25][CH2:24][NH:23][CH2:22][CH2:21]2)[CH:19]=[CH:18][CH:17]=[CH:16][CH:15]=1.[C-:26]#[N:27].C([Al+]CC)C, predict the reaction product. The product is: [C:26]([C:2]1([N:23]2[CH2:22][CH2:21][CH:20]([C:14]3[CH:19]=[CH:18][CH:17]=[CH:16][CH:15]=3)[CH2:25][CH2:24]2)[CH2:6][CH2:5][N:4]([C:7]([O:9][C:10]([CH3:13])([CH3:12])[CH3:11])=[O:8])[CH2:3]1)#[N:27].